From a dataset of Forward reaction prediction with 1.9M reactions from USPTO patents (1976-2016). Predict the product of the given reaction. (1) Given the reactants [CH2:1]1[CH2:6][CH2:5][C:4]([CH2:11][NH2:12])([CH2:7][C:8]([OH:10])=[O:9])[CH2:3][CH2:2]1.Cl.C(=O)([O-])[O-].[Na+].[Na+], predict the reaction product. The product is: [CH2:1]1[CH2:2][CH2:3][C:4]([CH2:11][NH2:12])([CH2:7][C:8]([OH:10])=[O:9])[CH2:5][CH2:6]1. (2) Given the reactants [C:1]([O:5][C:6]([NH:8][CH2:9][C:10]([NH:12][CH2:13][C:14]([NH:16][C@H:17]([C:25]([NH:27][CH2:28][C:29](O)=[O:30])=[O:26])[CH2:18][C:19]1[CH:24]=[CH:23][CH:22]=[CH:21][CH:20]=1)=[O:15])=[O:11])=[O:7])([CH3:4])([CH3:3])[CH3:2].ON1C(=O)CCC1=O.C1(N=C=NC2CCCCC2)CCCCC1.C(OC(=O)[NH:61][CH2:62][C:63]([NH:65][C@@H:66]1[C:71]2=[C:72]3[CH2:87][N:86]4[C:81](=[CH:82][C:83]5[C@:92]([CH2:94][CH3:95])([OH:93])[C:91](=[O:96])[O:90][CH2:89][C:84]=5[C:85]4=[O:88])[C:73]3=[N:74][C:75]3[CH:76]=[C:77]([F:80])[C:78]([CH3:79])=[C:69]([C:70]=32)[CH2:68][CH2:67]1)=[O:64])(C)(C)C.C(O)(=O)CC(CC(O)=O)(C(O)=O)O, predict the reaction product. The product is: [C:1]([O:5][C:6]([NH:8][CH2:9][C:10]([NH:12][CH2:13][C:14]([NH:16][C@H:17]([C:25]([NH:27][CH2:28][C:29]([NH:61][CH2:62][C:63]([NH:65][C@@H:66]1[C:71]2=[C:72]3[CH2:87][N:86]4[C:81](=[CH:82][C:83]5[C@:92]([CH2:94][CH3:95])([OH:93])[C:91](=[O:96])[O:90][CH2:89][C:84]=5[C:85]4=[O:88])[C:73]3=[N:74][C:75]3[CH:76]=[C:77]([F:80])[C:78]([CH3:79])=[C:69]([C:70]=32)[CH2:68][CH2:67]1)=[O:64])=[O:30])=[O:26])[CH2:18][C:19]1[CH:20]=[CH:21][CH:22]=[CH:23][CH:24]=1)=[O:15])=[O:11])=[O:7])([CH3:3])([CH3:2])[CH3:4]. (3) Given the reactants [C:1]1([C:7]2[CH:12]=[CH:11][N:10]3[N:13]=[N:14][C:15]([C:16]([O-:18])=O)=[C:9]3[CH:8]=2)[CH:6]=[CH:5][CH:4]=[CH:3][CH:2]=1.C1([C:25]2[CH:30]=[CH:29][N:28]=[C:27]([CH2:31][C:32]([O:34][CH3:35])=O)[CH:26]=2)C=CC=CC=1.[CH2:36]1CCN2C(=NCCC2)C[CH2:37]1.C(NC1C=CC(S(N=[N+]=[N-])(=O)=O)=CC=1)(=O)C, predict the reaction product. The product is: [CH3:35][O:34][C:32]1[CH:31]=[C:27]2[C:26]([C:25]([O:18][CH2:16][C:15]3[N:14]=[N:13][N:10]4[CH:11]=[CH:12][C:7]([C:1]5[CH:2]=[CH:3][CH:4]=[CH:5][CH:6]=5)=[CH:8][C:9]=34)=[CH:30][CH:29]=[N:28]2)=[CH:37][CH:36]=1.